Dataset: Reaction yield outcomes from USPTO patents with 853,638 reactions. Task: Predict the reaction yield, written as a fraction of the theoretical maximum amount of product (1.0 means a 100% yield; for example, 0.34 means a 34% yield). (1) The reactants are Cl[C:2]1[C:11]2[C:6](=[CH:7][C:8]([Cl:12])=[CH:9][CH:10]=2)[N:5]=[CH:4][CH:3]=1.[NH2:13][CH2:14][CH2:15][C:16]([OH:18])=[O:17].C1(O)C=CC=CC=1. No catalyst specified. The product is [Cl:12][C:8]1[CH:7]=[C:6]2[C:11]([C:2]([NH:13][CH2:14][CH2:15][C:16]([OH:18])=[O:17])=[CH:3][CH:4]=[N:5]2)=[CH:10][CH:9]=1. The yield is 0.620. (2) The reactants are [OH-].[K+].[CH2:3]([O:5][C:6]1[CH:15]=[C:14]2[C:9]([C:10]([C:39]([O:41]C)=[O:40])=[C:11]([CH2:26][N:27]3[CH2:32][CH2:31][CH:30]([N:33]4[CH2:38][CH2:37][O:36][CH2:35][CH2:34]4)[CH2:29][CH2:28]3)[C:12]([C:16]3[CH:21]=[CH:20][CH:19]=[C:18]([C:22]([F:25])([F:24])[F:23])[CH:17]=3)=[N:13]2)=[CH:8][C:7]=1[S:43]([CH2:46][CH3:47])(=[O:45])=[O:44])[CH3:4]. The catalyst is CO.O. The product is [CH2:3]([O:5][C:6]1[CH:15]=[C:14]2[C:9]([C:10]([C:39]([OH:41])=[O:40])=[C:11]([CH2:26][N:27]3[CH2:28][CH2:29][CH:30]([N:33]4[CH2:38][CH2:37][O:36][CH2:35][CH2:34]4)[CH2:31][CH2:32]3)[C:12]([C:16]3[CH:21]=[CH:20][CH:19]=[C:18]([C:22]([F:25])([F:23])[F:24])[CH:17]=3)=[N:13]2)=[CH:8][C:7]=1[S:43]([CH2:46][CH3:47])(=[O:45])=[O:44])[CH3:4]. The yield is 0.890. (3) The reactants are [N+:1]([C:4]1[CH:9]=[CH:8][C:7]([CH2:10][CH2:11][N:12]2[CH2:17][CH2:16][N:15]([C:18]3[C:22]4[CH:23]=[CH:24][CH:25]=[CH:26][C:21]=4[S:20][N:19]=3)[CH2:14][CH2:13]2)=[CH:6][CH:5]=1)([O-])=O.C(N(CC)CC)C. The catalyst is C1COCC1.[Ni]. The product is [S:20]1[C:21]2[CH:26]=[CH:25][CH:24]=[CH:23][C:22]=2[C:18]([N:15]2[CH2:14][CH2:13][N:12]([CH2:11][CH2:10][C:7]3[CH:6]=[CH:5][C:4]([NH2:1])=[CH:9][CH:8]=3)[CH2:17][CH2:16]2)=[N:19]1. The yield is 0.960.